The task is: Regression. Given a peptide amino acid sequence and an MHC pseudo amino acid sequence, predict their binding affinity value. This is MHC class II binding data.. This data is from Peptide-MHC class II binding affinity with 134,281 pairs from IEDB. (1) The peptide sequence is LASFTPVIQDQDLEM. The MHC is DRB1_1501 with pseudo-sequence DRB1_1501. The binding affinity (normalized) is 0.158. (2) The peptide sequence is LIDDVIAILPVDELY. The MHC is HLA-DPA10103-DPB10301 with pseudo-sequence HLA-DPA10103-DPB10301. The binding affinity (normalized) is 0.112. (3) The peptide sequence is AAAGAEAGKATTEEQ. The MHC is DRB1_0701 with pseudo-sequence DRB1_0701. The binding affinity (normalized) is 0.0351. (4) The peptide sequence is PAADKFKTFEAAFTS. The MHC is HLA-DQA10102-DQB10602 with pseudo-sequence HLA-DQA10102-DQB10602. The binding affinity (normalized) is 0.182.